Dataset: Experimentally validated miRNA-target interactions with 360,000+ pairs, plus equal number of negative samples. Task: Binary Classification. Given a miRNA mature sequence and a target amino acid sequence, predict their likelihood of interaction. The miRNA is hsa-miR-23a-3p with sequence AUCACAUUGCCAGGGAUUUCC. The protein sequence of the target gene is MVMSQGTYTFLTCFAGFWLIWGLIVLLCCFCSFLRRRLKRRQEERLREQNLRALELEPLELEGSLAGSPPGLAPPQPPPHRSRLEAPAHAHSHPHVHVHPLLHHGPAQPHAHAHPHPHHHALPHPPPTHLSVPPRPWSYPRQAESDMSKPPCYEEAVLMAEPPPPYSEVLTDTRGLYRKIVTPFLSRRDSAEKQEQPPPSYKPLFLDRGYTSALHLPSAPRPAPPCPALCLQADRGRRVFPSWTDSELSSREPLEHGAWRLPVSIPLFGRTTAV. Result: 0 (no interaction).